From a dataset of Catalyst prediction with 721,799 reactions and 888 catalyst types from USPTO. Predict which catalyst facilitates the given reaction. Reactant: [NH2:1][C:2]1[C:7]2[C:8]([CH2:11][O:12][C:13]3[CH:18]=[CH:17][C:16]([Br:19])=[CH:15][CH:14]=3)=[CH:9][S:10][C:6]=2[C:5]([C:20](O)=[O:21])=[CH:4][N:3]=1.O.ON1C2C=CC=CC=2N=N1.C(N=C=NC(C)C)(C)C.[N:43]1([CH2:48][CH2:49][CH2:50][CH2:51][NH2:52])[CH2:47][CH2:46][CH2:45][CH2:44]1. Product: [N:43]1([CH2:48][CH2:49][CH2:50][CH2:51][NH:52][C:20]([C:5]2[C:6]3[S:10][CH:9]=[C:8]([CH2:11][O:12][C:13]4[CH:14]=[CH:15][C:16]([Br:19])=[CH:17][CH:18]=4)[C:7]=3[C:2]([NH2:1])=[N:3][CH:4]=2)=[O:21])[CH2:47][CH2:46][CH2:45][CH2:44]1. The catalyst class is: 213.